From a dataset of Forward reaction prediction with 1.9M reactions from USPTO patents (1976-2016). Predict the product of the given reaction. (1) Given the reactants [O:1]1[C:5]2[CH:6]=[CH:7][CH:8]=[CH:9][C:4]=2[CH:3]=[C:2]1[CH:10]([OH:44])[CH2:11][N:12]([CH2:14][C:15]1[S:43][C:18]2[N:19]([CH2:35][CH:36]3[CH2:40][O:39]C(C)(C)[O:37]3)[CH:20]=[C:21]([C:24]([NH:26][CH2:27][C:28]3[CH:33]=[CH:32][C:31]([Cl:34])=[CH:30][CH:29]=3)=[O:25])[C:22](=[O:23])[C:17]=2[CH:16]=1)[CH3:13].Cl(O)(=O)(=O)=O.C([O-])(O)=O.[Na+], predict the reaction product. The product is: [O:1]1[C:5]2[CH:6]=[CH:7][CH:8]=[CH:9][C:4]=2[CH:3]=[C:2]1[CH:10]([OH:44])[CH2:11][N:12]([CH2:14][C:15]1[S:43][C:18]2[N:19]([CH2:35][CH:36]([OH:37])[CH2:40][OH:39])[CH:20]=[C:21]([C:24]([NH:26][CH2:27][C:28]3[CH:29]=[CH:30][C:31]([Cl:34])=[CH:32][CH:33]=3)=[O:25])[C:22](=[O:23])[C:17]=2[CH:16]=1)[CH3:13]. (2) Given the reactants [OH2:1].[CH3:2][C:3]1[CH:8]=[C:7]([CH3:9])[CH:6]=[C:5]([CH3:10])[C:4]=1[S:11][C:12]1[N:16]=[CH:15][NH:14][N:13]=1.C[OH:18], predict the reaction product. The product is: [CH3:10][C:5]1[CH:6]=[C:7]([CH3:9])[CH:8]=[C:3]([CH3:2])[C:4]=1[S:11]([C:12]1[N:16]=[CH:15][NH:14][N:13]=1)(=[O:18])=[O:1]. (3) Given the reactants [O:1]=[C:2]1[NH:7][CH:6]([C:8]2[CH:15]=[CH:14][C:11]([C:12]#[N:13])=[CH:10][C:9]=2[S:16]([CH3:19])(=[O:18])=[O:17])[C:5]2[C:20](=[O:23])[CH2:21][CH2:22][C:4]=2[N:3]1[C:24]1[CH:29]=[CH:28][CH:27]=[C:26]([C:30]([F:33])([F:32])[F:31])[CH:25]=1.C(=O)([O-])[O-].[Cs+].[Cs+].Br[CH2:41][CH:42]1[CH2:45][O:44][CH2:43]1.FC(F)(F)C(O)=O, predict the reaction product. The product is: [CH3:19][S:16]([C:9]1[CH:10]=[C:11]([CH:14]=[CH:15][C:8]=1[CH:6]1[C:5]2[C:20](=[O:23])[CH2:21][CH2:22][C:4]=2[N:3]([C:24]2[CH:29]=[CH:28][CH:27]=[C:26]([C:30]([F:32])([F:33])[F:31])[CH:25]=2)[C:2](=[O:1])[N:7]1[CH2:41][CH:42]1[CH2:45][O:44][CH2:43]1)[C:12]#[N:13])(=[O:18])=[O:17]. (4) The product is: [F:1][C:2]1[CH:3]=[C:4]2[C:9](=[C:10]([O:12][Si:13]([CH:20]([CH3:22])[CH3:21])([CH:17]([CH3:19])[CH3:18])[CH:14]([CH3:15])[CH3:16])[CH:11]=1)[N:8]=[C:7]([CH:23]=[O:25])[CH:6]=[CH:5]2. Given the reactants [F:1][C:2]1[CH:3]=[C:4]2[C:9](=[C:10]([O:12][Si:13]([CH:20]([CH3:22])[CH3:21])([CH:17]([CH3:19])[CH3:18])[CH:14]([CH3:16])[CH3:15])[CH:11]=1)[N:8]=[C:7]([CH3:23])[CH:6]=[CH:5]2.[Se](=O)=[O:25], predict the reaction product. (5) Given the reactants [CH3:1][O:2][C:3](=[O:16])[C:4]([O:7][C:8]1[CH:13]=[CH:12][C:11]([OH:14])=[CH:10][C:9]=1[CH3:15])(C)C.[C:17]1(C=CC(O)=CC=1)O.BrCC([O-])=O, predict the reaction product. The product is: [CH3:1][O:2][C:3](=[O:16])[CH2:4][O:7][C:8]1[CH:13]=[CH:12][C:11]([OH:14])=[C:10]([CH3:17])[C:9]=1[CH3:15].